From a dataset of Reaction yield outcomes from USPTO patents with 853,638 reactions. Predict the reaction yield, written as a fraction of the theoretical maximum amount of product (1.0 means a 100% yield; for example, 0.34 means a 34% yield). The reactants are [CH2:1]1[C:9]2[C:4](=[CH:5][CH:6]=[C:7]([C:10]3([C:13]#N)[CH2:12][CH2:11]3)[CH:8]=2)[CH2:3][CH2:2]1.[OH-:15].[Na+].Cl.C[OH:19]. No catalyst specified. The product is [CH2:1]1[C:9]2[C:4](=[CH:5][CH:6]=[C:7]([C:10]3([C:13]([OH:19])=[O:15])[CH2:12][CH2:11]3)[CH:8]=2)[CH2:3][CH2:2]1. The yield is 0.470.